Predict the reaction yield, written as a fraction of the theoretical maximum amount of product (1.0 means a 100% yield; for example, 0.34 means a 34% yield). From a dataset of Reaction yield outcomes from USPTO patents with 853,638 reactions. (1) The reactants are [Br:1][C:2]1[CH:7]=[CH:6][C:5]([N:8]2[C:12](=[O:13])[NH:11][N:10]=[CH:9]2)=[C:4]([F:14])[CH:3]=1.[OH-].[K+].Br[CH2:18][CH:19]([CH3:21])[CH3:20]. The catalyst is CN(C)C=O. The product is [Br:1][C:2]1[CH:7]=[CH:6][C:5]([N:8]2[C:12](=[O:13])[N:11]([CH2:18][CH:19]([CH3:21])[CH3:20])[N:10]=[CH:9]2)=[C:4]([F:14])[CH:3]=1. The yield is 0.980. (2) The reactants are O1CCCC1.C([N-]C(C)C)(C)C.[Li+].C1CCCCC1.[CH2:20]([O:22][C:23]([CH:25]1[CH2:30][CH2:29][C:28](=[O:31])[CH2:27][CH2:26]1)=[O:24])[CH3:21].C1COCC1.[F:37][C:38]([F:51])([F:50])[S:39](O[S:39]([C:38]([F:51])([F:50])[F:37])(=[O:41])=[O:40])(=[O:41])=[O:40]. No catalyst specified. The product is [F:37][C:38]([F:51])([F:50])[S:39]([O:31][C:28]1[CH2:29][CH2:30][CH:25]([C:23]([O:22][CH2:20][CH3:21])=[O:24])[CH2:26][CH:27]=1)(=[O:41])=[O:40]. The yield is 0.330. (3) The reactants are [CH3:1][O:2][C:3]1[CH:4]=[C:5]([C:9](=[O:17])[CH2:10][CH2:11][CH2:12][CH2:13][C:14](O)=[O:15])[CH:6]=[CH:7][CH:8]=1.[CH2:18]([N:20](CC)[CH2:21]C)C.ClC(OCC)=O.Cl.CNC.C([O-])([O-])=O.[Na+].[Na+]. The catalyst is C1COCC1.[Cl-].[Na+].O.O. The product is [CH3:1][O:2][C:3]1[CH:4]=[C:5]([C:9](=[O:17])[CH2:10][CH2:11][CH2:12][CH2:13][C:14]([N:20]([CH3:21])[CH3:18])=[O:15])[CH:6]=[CH:7][CH:8]=1. The yield is 0.830. (4) The reactants are C(N(CC)CC)C.F[C:9]1[CH:14]=[CH:13][C:12]([N+:15]([O-:17])=[O:16])=[CH:11][CH:10]=1.Cl.[CH3:19][C:20]1([CH3:45])[CH:24]([C:25]2[CH:30]=[CH:29][C:28]([CH3:31])=[CH:27][CH:26]=2)[C:23]2[C:32]([CH3:44])=[C:33]([N:38]3[CH2:43][CH2:42][NH:41][CH2:40][CH2:39]3)[C:34]([CH3:37])=[C:35]([CH3:36])[C:22]=2[O:21]1. The catalyst is C(#N)C.C(=O)(O)[O-].[Na+]. The product is [CH3:19][C:20]1([CH3:45])[CH:24]([C:25]2[CH:26]=[CH:27][C:28]([CH3:31])=[CH:29][CH:30]=2)[C:23]2[C:32]([CH3:44])=[C:33]([N:38]3[CH2:43][CH2:42][N:41]([C:9]4[CH:14]=[CH:13][C:12]([N+:15]([O-:17])=[O:16])=[CH:11][CH:10]=4)[CH2:40][CH2:39]3)[C:34]([CH3:37])=[C:35]([CH3:36])[C:22]=2[O:21]1. The yield is 0.860. (5) The reactants are C1(C[N:5]2[C:9]3[CH:10]=[CH:11][C:12]([C:14]([N:16]([CH2:19][CH3:20])[CH2:17][CH3:18])=[O:15])=[CH:13][C:8]=3[N:7]=[C:6]2[CH2:21][C:22]2[CH:23]=[N:24][C:25](OCC)=[CH:26]C=2)CC1.[CH2:31]([O:33][C:34]1[CH:39]=[CH:38][C:37]([CH2:40][C:41](O)=O)=[CH:36][CH:35]=1)[CH3:32].CN(C(ON1N=NC2C=CC=NC1=2)=[N+](C)C)C.F[P-](F)(F)(F)(F)F.CCN(C(C)C)C(C)C.NC1C=C(C=CC=1NCC1C=CN=CC=1)C(N(CC)CC)=O. No catalyst specified. The product is [CH2:31]([O:33][C:34]1[CH:35]=[CH:36][C:37]([CH2:40][C:41]2[N:5]([CH2:6][C:21]3[CH:22]=[CH:23][N:24]=[CH:25][CH:26]=3)[C:9]3[CH:10]=[CH:11][C:12]([C:14]([N:16]([CH2:17][CH3:18])[CH2:19][CH3:20])=[O:15])=[CH:13][C:8]=3[N:7]=2)=[CH:38][CH:39]=1)[CH3:32]. The yield is 0.360. (6) The reactants are C[Sn](C)(C)[C:3]1[CH:8]=[CH:7][C:6]([N:9]2[CH2:13][C@H:12]([CH2:14][C:15](=[O:19])[C:16]([NH2:18])=[O:17])[O:11][CH2:10]2)=[CH:5][C:4]=1[F:20].[O:23]=[C:24]1[CH2:28][CH:27]([CH2:29][OH:30])[CH2:26][N:25]1[C:31]1[CH:36]=[CH:35][C:34](Br)=[CH:33][N:32]=1.[Cl-].[Li+].O. The catalyst is CN1CCCC1=O. The product is [O:23]=[C:24]1[CH2:28][CH:27]([CH2:29][OH:30])[CH2:26][N:25]1[C:31]1[CH:36]=[CH:35][C:34]([C:3]2[CH:8]=[CH:7][C:6]([N:9]3[CH2:13][C@H:12]([CH2:14][C:15](=[O:19])[C:16]([NH2:18])=[O:17])[O:11][CH2:10]3)=[CH:5][C:4]=2[F:20])=[CH:33][N:32]=1. The yield is 0.210. (7) The reactants are [Na].[Cl:2][C:3]1[N:4]=[N:5][C:6](Cl)=[CH:7][CH:8]=1.[CH2:10]([OH:17])[C:11]1[CH:16]=[CH:15][CH:14]=[CH:13][CH:12]=1. No catalyst specified. The product is [CH2:10]([O:17][C:6]1[N:5]=[N:4][C:3]([Cl:2])=[CH:8][CH:7]=1)[C:11]1[CH:16]=[CH:15][CH:14]=[CH:13][CH:12]=1. The yield is 0.900. (8) The reactants are [C:1]([N:5]1[C:9]2=[N:10][CH:11]=[CH:12][CH:13]=[C:8]2/[C:7](=[CH:14]\[C:15]2[C:20]([CH2:21][O:22]C3CCCCO3)=[CH:19][C:18]([Cl:29])=[CH:17][N:16]=2)/[C:6]1=[O:30])([CH3:4])([CH3:3])[CH3:2].[BH4-].[Na+]. The catalyst is C(O)C. The product is [C:1]([N:5]1[C:9]2=[N:10][CH:11]=[CH:12][CH:13]=[C:8]2[CH:7]([CH2:14][C:15]2[C:20]([CH2:21][OH:22])=[CH:19][C:18]([Cl:29])=[CH:17][N:16]=2)[C:6]1=[O:30])([CH3:4])([CH3:2])[CH3:3]. The yield is 0.860.